From a dataset of TCR-epitope binding with 47,182 pairs between 192 epitopes and 23,139 TCRs. Binary Classification. Given a T-cell receptor sequence (or CDR3 region) and an epitope sequence, predict whether binding occurs between them. (1) The epitope is ILHCANFNV. The TCR CDR3 sequence is CASSQTDNNEQYF. Result: 1 (the TCR binds to the epitope). (2) The epitope is KLSYGIATV. The TCR CDR3 sequence is CASSSEQRNTEAFF. Result: 1 (the TCR binds to the epitope). (3) The epitope is KRWIILGLNK. The TCR CDR3 sequence is CASSLTGGGELFF. Result: 0 (the TCR does not bind to the epitope). (4) The epitope is LLWNGPMAV. The TCR CDR3 sequence is CATSRASGSYEQYF. Result: 1 (the TCR binds to the epitope). (5) The epitope is QYDPVAALF. The TCR CDR3 sequence is CASSHLGQGEAFF. Result: 0 (the TCR does not bind to the epitope). (6) The epitope is GTITSGWTF. The TCR CDR3 sequence is CASSLPLADAYNEQFF. Result: 0 (the TCR does not bind to the epitope). (7) The epitope is VLAWLYAAV. The TCR CDR3 sequence is CASSLVGDGYTDTQYF. Result: 0 (the TCR does not bind to the epitope).